Dataset: Full USPTO retrosynthesis dataset with 1.9M reactions from patents (1976-2016). Task: Predict the reactants needed to synthesize the given product. (1) Given the product [C:1]([C:3]1[CH:4]=[C:5]([C:9]2[CH2:14][CH2:13][N:12]([C:15]([O:17][C:18]([CH3:21])([CH3:20])[CH3:19])=[O:16])[CH2:11][CH:10]=2)[CH:6]=[CH:7][CH:8]=1)#[N:2], predict the reactants needed to synthesize it. The reactants are: [C:1]([C:3]1[CH:4]=[C:5]([C:9]2(O)[CH2:14][CH2:13][N:12]([C:15]([O:17][C:18]([CH3:21])([CH3:20])[CH3:19])=[O:16])[CH2:11][CH2:10]2)[CH:6]=[CH:7][CH:8]=1)#[N:2].O=P(Cl)(Cl)Cl. (2) Given the product [Cl:18][C:9]1[CH:8]=[CH:7][C:6]([NH2:10])=[CH:5][C:4]=1[CH:1]([CH3:3])[CH3:2], predict the reactants needed to synthesize it. The reactants are: [CH:1]([C:4]1[CH:5]=[C:6]([NH2:10])[CH:7]=[CH:8][CH:9]=1)([CH3:3])[CH3:2].C1C(=O)N([Cl:18])C(=O)C1. (3) Given the product [CH2:1]([O:3][C:4](=[O:28])[C:5]1[CH:10]=[CH:9][CH:8]=[C:7]([N:11]2[C:15]([CH3:16])=[CH:14][CH:13]=[C:12]2[C:17]2[CH:22]=[C:21]([C:23]([F:24])([F:26])[F:25])[CH:20]=[CH:19][C:18]=2[O:27][CH2:32][C:31]2[CH:34]=[CH:35][C:36]([F:38])=[CH:37][C:30]=2[Cl:29])[CH:6]=1)[CH3:2], predict the reactants needed to synthesize it. The reactants are: [CH2:1]([O:3][C:4](=[O:28])[C:5]1[CH:10]=[CH:9][CH:8]=[C:7]([N:11]2[C:15]([CH3:16])=[CH:14][CH:13]=[C:12]2[C:17]2[CH:22]=[C:21]([C:23]([F:26])([F:25])[F:24])[CH:20]=[CH:19][C:18]=2[OH:27])[CH:6]=1)[CH3:2].[Cl:29][C:30]1[CH:37]=[C:36]([F:38])[CH:35]=[CH:34][C:31]=1[CH2:32]Br.C(=O)([O-])[O-].[K+].[K+]. (4) Given the product [CH3:15][S:16]([O:7][CH2:6][C:2]1[O:1][CH:5]=[CH:4][CH:3]=1)(=[O:18])=[O:17], predict the reactants needed to synthesize it. The reactants are: [O:1]1[CH:5]=[CH:4][CH:3]=[C:2]1[CH2:6][OH:7].C(N(CC)CC)C.[CH3:15][S:16](Cl)(=[O:18])=[O:17]. (5) Given the product [F:1][C:2]1[CH:7]=[C:6]([F:8])[CH:5]=[CH:4][C:3]=1[S:9]([NH:12][C:13]1[C:14]([O:28][CH3:29])=[N:15][CH:16]=[C:17]([C:31]2[CH:32]=[CH:33][C:34]3[N:35]([CH:37]=[CH:38][N:39]=3)[CH:40]=2)[CH:18]=1)(=[O:10])=[O:11], predict the reactants needed to synthesize it. The reactants are: [F:1][C:2]1[CH:7]=[C:6]([F:8])[CH:5]=[CH:4][C:3]=1[S:9]([NH:12][C:13]1[C:14]([O:28][CH3:29])=[N:15][CH:16]=[C:17](B2OC(C)(C)C(C)(C)O2)[CH:18]=1)(=[O:11])=[O:10].Br[C:31]1[CH:32]=[CH:33][C:34]2[N:35]([CH:37]=[CH:38][N:39]=2)N=1.[CH2:40](Cl)Cl.C([O-])([O-])=O.[Na+].[Na+].N#N. (6) The reactants are: [CH3:1][O:2][CH2:3][CH2:4][NH:5][CH2:6][CH2:7][O:8][CH3:9].[Br:10][C:11]1[CH:16]=[CH:15][C:14]([S:17](Cl)(=[O:19])=[O:18])=[CH:13][CH:12]=1. Given the product [Br:10][C:11]1[CH:16]=[CH:15][C:14]([S:17]([N:5]([CH2:6][CH2:7][O:8][CH3:9])[CH2:4][CH2:3][O:2][CH3:1])(=[O:19])=[O:18])=[CH:13][CH:12]=1, predict the reactants needed to synthesize it.